Predict which catalyst facilitates the given reaction. From a dataset of Catalyst prediction with 721,799 reactions and 888 catalyst types from USPTO. (1) Product: [C:10]([O:9][C:7]([N:1]1[CH2:6][CH2:5][N:4]([CH2:19][C:18]2[CH:25]=[CH:26][C:15]([F:14])=[C:16]([N+:27]([O-:29])=[O:28])[CH:17]=2)[CH2:3][CH2:2]1)=[O:8])([CH3:13])([CH3:12])[CH3:11]. The catalyst class is: 25. Reactant: [N:1]1([C:7]([O:9][C:10]([CH3:13])([CH3:12])[CH3:11])=[O:8])[CH2:6][CH2:5][NH:4][CH2:3][CH2:2]1.[F:14][C:15]1[CH:26]=[CH:25][C:18]([CH2:19]OS(C)(=O)=O)=[CH:17][C:16]=1[N+:27]([O-:29])=[O:28]. (2) Reactant: [N:1]1[C:8]([Cl:9])=[N:7][C:5](Cl)=[N:4][C:2]=1[Cl:3].[CH3:10][NH2:11].[OH-].[Na+]. Product: [Cl:9][C:8]1[N:1]=[C:2]([Cl:3])[N:4]=[C:5]([NH:11][CH3:10])[N:7]=1. The catalyst class is: 144. (3) Reactant: [Si]([O:8][CH2:9][C:10]1([CH2:34][O:35][Si](C(C)(C)C)(C)C)[CH2:14][CH2:13][CH:12]([CH2:15]OS(C2C=CC(C)=CC=2)(=O)=O)[N:11]1[C:27]([O:29][C:30]([CH3:33])([CH3:32])C)=[O:28])(C(C)(C)C)(C)C.CCCC[N+](CCCC)(CCCC)CCCC.[F-]. Product: [OH:8][CH2:9][C:10]12[N:11]([C:27]([O:29][CH:30]([CH3:32])[CH3:33])=[O:28])[CH:12]([CH2:13][CH2:14]1)[CH2:15][O:35][CH2:34]2. The catalyst class is: 56. (4) Reactant: [C:1]([N:20]1[CH:24]=[C:23]([CH2:25][CH2:26][OH:27])[N:22]=[CH:21]1)([C:14]1[CH:19]=[CH:18][CH:17]=[CH:16][CH:15]=1)([C:8]1[CH:13]=[CH:12][CH:11]=[CH:10][CH:9]=1)[C:2]1[CH:7]=[CH:6][CH:5]=[CH:4][CH:3]=1.N1C=CN=C1.[Si:33](Cl)([C:36]([CH3:39])([CH3:38])[CH3:37])([CH3:35])[CH3:34]. Product: [Si:33]([O:27][CH2:26][CH2:25][C:23]1[N:22]=[CH:21][N:20]([C:1]([C:14]2[CH:15]=[CH:16][CH:17]=[CH:18][CH:19]=2)([C:8]2[CH:9]=[CH:10][CH:11]=[CH:12][CH:13]=2)[C:2]2[CH:7]=[CH:6][CH:5]=[CH:4][CH:3]=2)[CH:24]=1)([C:36]([CH3:39])([CH3:38])[CH3:37])([CH3:35])[CH3:34]. The catalyst class is: 2. (5) Reactant: [CH2:1]([N:5]([CH2:10][CH2:11][CH2:12][CH3:13])[CH2:6][CH2:7][CH2:8]N)[CH2:2][CH2:3][CH3:4].[CH:14]1([NH:17][C:18]([C:20]2[CH:21]=[C:22]([F:44])[C:23]([CH3:43])=[C:24]([C:26]3[CH:31]=[CH:30][C:29]([C:32](O)=[O:33])=[CH:28][C:27]=3[C:35]([NH:37][C:38]3[S:39][CH:40]=[CH:41][N:42]=3)=[O:36])[CH:25]=2)=[O:19])[CH2:16][CH2:15]1.Cl.C[N:47](C)CCCN=C=NCC.CCOC(C)=O. Product: [CH:14]1([NH:17][C:18]([C:20]2[CH:25]=[C:24]([C:26]3[C:27]([C:35]([N:37]([CH2:8][CH2:7][CH2:6][N:5]([CH2:10][CH2:11][CH2:12][CH3:13])[CH2:1][CH2:2][CH2:3][CH3:4])[C:38]4[S:39][CH:40]=[CH:41][N:42]=4)=[O:36])=[CH:28][C:29]([C:32]([NH2:47])=[O:33])=[CH:30][CH:31]=3)[C:23]([CH3:43])=[C:22]([F:44])[CH:21]=2)=[O:19])[CH2:16][CH2:15]1. The catalyst class is: 119. (6) Product: [Cl:5][C:15]1[CH:14]=[C:10]([CH:9]=[C:8]([O:7][CH3:6])[N:16]=1)[C:11]([OH:13])=[O:12]. The catalyst class is: 6. Reactant: [OH-].[Na+].CO.[ClH:5].[CH3:6][O:7][C:8]1[CH:9]=[C:10]([CH:14]=[C:15](OC)[N:16]=1)[C:11]([OH:13])=[O:12]. (7) Reactant: [Cl:1][C:2]1[C:3]([C:26]2N3C=[CH:32][CH:33]=[CH:34][C:29]3=[N:28][CH:27]=2)=[N:4][C:5]([NH:8][C:9]2[CH:14]=[CH:13][C:12](CC(NC3CCNC3)=O)=[CH:11][C:10]=2[O:24][CH3:25])=[N:6][CH:7]=1.NC1C=C([NH:44][C:45](=[O:47])[CH3:46])C=CC=1OC.O.CC1C=CC(S(O)(=O)=O)=CC=1.C([O-])([O-])=O.[K+].[K+].[CH3:66][N:67]1C(=O)CCC1. Product: [Cl:1][C:2]1[C:3]([C:26]2[CH:66]=[N:67][N:28]3[CH:29]=[CH:34][CH:33]=[CH:32][C:27]=23)=[N:4][C:5]([NH:8][C:9]2[CH:14]=[C:13]([NH:44][C:45](=[O:47])[CH3:46])[CH:12]=[CH:11][C:10]=2[O:24][CH3:25])=[N:6][CH:7]=1. The catalyst class is: 2. (8) Reactant: Cl.Cl.[CH2:3]([N:10]1[CH2:15][CH2:14][C@H:13]([CH3:16])[C@H:12]([NH:17][CH3:18])[CH2:11]1)[C:4]1[CH:9]=[CH:8][CH:7]=[CH:6][CH:5]=1.[OH-].[Na+].C(O)(C)C.[C:25]1([CH3:52])[CH:30]=[CH:29][C:28]([C:31]([C@@:33]([C:49]([OH:51])=[O:50])([OH:48])[C@@:34]([C:39]([C:41]2[CH:46]=[CH:45][C:44]([CH3:47])=[CH:43][CH:42]=2)=[O:40])([OH:38])[C:35]([OH:37])=[O:36])=[O:32])=[CH:27][CH:26]=1. Product: [C:25]1([CH3:52])[CH:30]=[CH:29][C:28]([C:31]([C@@:33]([C:49]([OH:51])=[O:50])([OH:48])[C@@:34]([C:39]([C:41]2[CH:42]=[CH:43][C:44]([CH3:47])=[CH:45][CH:46]=2)=[O:40])([OH:38])[C:35]([OH:37])=[O:36])=[O:32])=[CH:27][CH:26]=1.[CH2:3]([N:10]1[CH2:15][CH2:14][CH:13]([CH3:16])[CH:12]([NH:17][CH3:18])[CH2:11]1)[C:4]1[CH:5]=[CH:6][CH:7]=[CH:8][CH:9]=1.[CH2:3]([N:10]1[CH2:15][CH2:14][CH:13]([CH3:16])[CH:12]([NH:17][CH3:18])[CH2:11]1)[C:4]1[CH:5]=[CH:6][CH:7]=[CH:8][CH:9]=1. The catalyst class is: 72. (9) Reactant: [NH2:1][C@H:2]([C:15]([O:17][C:18]([CH3:21])([CH3:20])[CH3:19])=[O:16])[CH2:3][CH2:4][C:5](=[O:14])[O:6][CH2:7][C:8]1[CH:13]=[CH:12][CH:11]=[CH:10][CH:9]=1.Cl.Cl[C:24](Cl)([O:26]C(=O)OC(Cl)(Cl)Cl)Cl.C(N(CC)CC)C.[NH2:42][C@H:43]([C:59]([O:61][C:62]([CH3:65])([CH3:64])[CH3:63])=[O:60])[CH2:44][CH2:45][CH2:46][CH2:47][NH:48][C:49]([O:51][CH2:52][C:53]1[CH:58]=[CH:57][CH:56]=[CH:55][CH:54]=1)=[O:50]. The catalyst class is: 26. Product: [O:50]=[C:49]([NH:48][CH2:47][CH2:46][CH2:45][CH2:44][C@@H:43]([C:59]([O:61][C:62]([CH3:65])([CH3:64])[CH3:63])=[O:60])[NH:42][C:24](=[O:26])[NH:1][C@H:2]([C:15]([O:17][C:18]([CH3:21])([CH3:20])[CH3:19])=[O:16])[CH2:3][CH2:4][C:5]([O:6][CH2:7][C:8]1[CH:9]=[CH:10][CH:11]=[CH:12][CH:13]=1)=[O:14])[O:51][CH2:52][C:53]1[CH:54]=[CH:55][CH:56]=[CH:57][CH:58]=1.